Dataset: Catalyst prediction with 721,799 reactions and 888 catalyst types from USPTO. Task: Predict which catalyst facilitates the given reaction. (1) Reactant: [Br:1][C:2]1[CH:7]=[CH:6][C:5]([CH:8](C)[CH2:9][CH:10]2OCCO2)=[C:4]([F:16])[CH:3]=1.[OH:17]OS([O-])=O.[K+].[O:23]1[CH2:27]CCC1. Product: [Br:1][C:2]1[CH:7]=[CH:6][C:5]([CH2:8][CH2:9][CH2:10][C:27]([OH:23])=[O:17])=[C:4]([F:16])[CH:3]=1. The catalyst class is: 6. (2) Reactant: [Cl:1][C:2]1[CH:3]=[C:4]([NH:19][C:20]2[C:30]3[CH:29]=[C:28]([C:31]([OH:33])=O)[CH2:27][CH2:26][NH:25][C:24]=3[N:23]=[CH:22][N:21]=2)[CH:5]=[CH:6][C:7]=1[O:8][C:9]1[CH:14]=[CH:13][CH:12]=[C:11]([C:15]([F:18])([F:17])[F:16])[CH:10]=1.[OH:34]N1C2C=CC=CC=2N=N1.Cl.C(N=C=NCCCN(C)C)C.Cl.[NH2:57][CH:58]([C:61]1[CH:66]=[CH:65][CH:64]=[CH:63][CH:62]=1)[C:59]#[N:60].CN(C)[CH:69]=[O:70]. Product: [F:16][C:15]([F:18])([F:17])[C:69]([OH:70])=[O:34].[Cl:1][C:2]1[CH:3]=[C:4]([NH:19][C:20]2[C:30]3[CH:29]=[C:28]([C:31]([NH:57][CH:58]([C:59]#[N:60])[C:61]4[CH:66]=[CH:65][CH:64]=[CH:63][CH:62]=4)=[O:33])[CH2:27][CH2:26][NH:25][C:24]=3[N:23]=[CH:22][N:21]=2)[CH:5]=[CH:6][C:7]=1[O:8][C:9]1[CH:14]=[CH:13][CH:12]=[C:11]([C:15]([F:16])([F:17])[F:18])[CH:10]=1. The catalyst class is: 66. (3) Reactant: FC(F)(F)C(O)=O.C(OC([N:15]1[CH2:20][CH2:19][CH:18]([N:21]([C:33]2[CH:34]=[C:35]3[C:39](=[CH:40][CH:41]=2)[NH:38][CH:37]=[CH:36]3)[CH2:22][C:23]2[CH:28]=[CH:27][CH:26]=[C:25]([C:29](OC)=[O:30])[CH:24]=2)[CH2:17][CH2:16]1)=O)(C)(C)C.[H-].[Al+3].[Li+].[H-].[H-].[H-]. Product: [NH:38]1[C:39]2[C:35](=[CH:34][C:33]([N:21]([CH2:22][C:23]3[CH:24]=[C:25]([CH2:29][OH:30])[CH:26]=[CH:27][CH:28]=3)[CH:18]3[CH2:19][CH2:20][NH:15][CH2:16][CH2:17]3)=[CH:41][CH:40]=2)[CH:36]=[CH:37]1. The catalyst class is: 2. (4) Reactant: Cl[C:2]1[N:11]=[C:10]([NH:12][CH2:13][CH:14]([C:21]2[CH:26]=[CH:25][CH:24]=[CH:23][CH:22]=2)[N:15]2[CH2:20][CH2:19][CH2:18][CH2:17][CH2:16]2)[C:9]2[C:4](=[CH:5][CH:6]=[CH:7][CH:8]=2)[N:3]=1.[N:27]1[CH:28]=[CH:29][N:30]2[CH:35]=[C:34](B(O)O)[CH:33]=[CH:32][C:31]=12.N1C=CN2C=C(C3N=C(NCC(C4C=CC=CC=4)C4NC=CC=4)C4C(=CC=CC=4)N=3)C=CC=12. Product: [N:27]1[CH:28]=[CH:29][N:30]2[CH:35]=[C:34]([C:2]3[N:11]=[C:10]([NH:12][CH2:13][CH:14]([C:21]4[CH:26]=[CH:25][CH:24]=[CH:23][CH:22]=4)[N:15]4[CH2:20][CH2:19][CH2:18][CH2:17][CH2:16]4)[C:9]4[C:4](=[CH:5][CH:6]=[CH:7][CH:8]=4)[N:3]=3)[CH:33]=[CH:32][C:31]=12. The catalyst class is: 25. (5) Reactant: [F:1][C:2]1[CH:7]=[CH:6][CH:5]=[C:4]([F:8])[C:3]=1[N:9]1[C:14]2[N:15]=[C:16](S(C)(=O)=O)[N:17]=[C:18]([C:19]3[CH:20]=[C:21]([CH:32]=[CH:33][C:34]=3[CH3:35])[C:22]([NH:24][CH2:25][C:26]3[CH:31]=[CH:30][CH:29]=[CH:28][CH:27]=3)=[O:23])[C:13]=2[CH2:12][NH:11][C:10]1=[O:40].C[N:42]([CH:50]1CCNC[CH2:51]1)[C:43](=[O:49])[O:44][C:45]([CH3:48])([CH3:47])[CH3:46].C([N:58]([CH2:61][CH3:62])[CH2:59][CH3:60])C. Product: [F:1][C:2]1[CH:7]=[CH:6][CH:5]=[C:4]([F:8])[C:3]=1[N:9]1[C:14]2[N:15]=[C:16]([N:58]3[CH2:59][CH2:60][CH:51]([CH2:50][NH:42][C:43](=[O:49])[O:44][C:45]([CH3:48])([CH3:47])[CH3:46])[CH2:62][CH2:61]3)[N:17]=[C:18]([C:19]3[CH:20]=[C:21]([C:22]([NH:24][CH2:25][C:26]4[CH:31]=[CH:30][CH:29]=[CH:28][CH:27]=4)=[O:23])[CH:32]=[CH:33][C:34]=3[CH3:35])[C:13]=2[CH2:12][NH:11][C:10]1=[O:40]. The catalyst class is: 91. (6) Reactant: OCCN(C)[C:5](=[O:11])[O:6][C:7]([CH3:10])(C)C.[N:13]1C=CC=C[CH:14]=1.[CH:19]1(C([Cl:27])=O)[CH2:24][CH2:23][CH2:22][CH2:21][CH2:20]1. Product: [ClH:27].[CH:19]1([C:5]([O:6][CH2:7][CH2:10][NH:13][CH3:14])=[O:11])[CH2:24][CH2:23][CH2:22][CH2:21][CH2:20]1. The catalyst class is: 768.